This data is from Peptide-MHC class II binding affinity with 134,281 pairs from IEDB. The task is: Regression. Given a peptide amino acid sequence and an MHC pseudo amino acid sequence, predict their binding affinity value. This is MHC class II binding data. (1) The peptide sequence is RQANFLGKIWPSSKGR. The MHC is DRB1_0802 with pseudo-sequence DRB1_0802. The binding affinity (normalized) is 0.523. (2) The peptide sequence is PVQRHPRSLFPEFSE. The MHC is HLA-DPA10103-DPB10201 with pseudo-sequence HLA-DPA10103-DPB10201. The binding affinity (normalized) is 0.158.